From a dataset of Experimentally validated miRNA-target interactions with 360,000+ pairs, plus equal number of negative samples. Binary Classification. Given a miRNA mature sequence and a target amino acid sequence, predict their likelihood of interaction. The miRNA is mmu-miR-582-5p with sequence AUACAGUUGUUCAACCAGUUAC. The protein sequence of the target gene is MAVPPRGRGIDPARTNPDTFPPSGARCMEPSPERPACSQQEPTLGMDAMASEHRDVLVLLPSREQLRLAVGVKATGRELFQQVCNVASIRDAQFFGLCVVRNNEYIFMDLEQKLSKYFSKDWKKERNEGNEKPRAPFVAFLRVQHYVENGRVISDHRARHLYYCHLKERVLRSQCAHREEAYFLLAACALQADLGEHRESAHAGRYFEPHSYFPQWIITKRGIDYILRHMPTLHRERQGLSPKEAMLCFIQEACRLEDVPVHFFRLHKDKKEGRPTVILGLALRGVHIYQGKKLEIQLDG.... Result: 0 (no interaction).